The task is: Predict which catalyst facilitates the given reaction.. This data is from Catalyst prediction with 721,799 reactions and 888 catalyst types from USPTO. (1) Reactant: C(Cl)(=O)C(Cl)=O.CS(C)=O.[Cl:11][C:12]1[C:13]([N:28]2[CH2:33][CH2:32][CH:31]([C:34]([O:36][CH3:37])=[O:35])[CH2:30][CH2:29]2)=[N:14][CH:15]=[C:16]([C:18](=[O:27])[NH:19][CH2:20][CH:21]([OH:26])[CH2:22][CH2:23][CH2:24][CH3:25])[CH:17]=1. Product: [Cl:11][C:12]1[C:13]([N:28]2[CH2:29][CH2:30][CH:31]([C:34]([O:36][CH3:37])=[O:35])[CH2:32][CH2:33]2)=[N:14][CH:15]=[C:16]([C:18](=[O:27])[NH:19][CH2:20][C:21](=[O:26])[CH2:22][CH2:23][CH2:24][CH3:25])[CH:17]=1. The catalyst class is: 2. (2) Product: [P:5]([O:48][CH3:49])([O:6][C@H:7]1[C@@H:11]([O:12][CH3:13])[C@H:10]([N:14]2[CH:19]=[CH:18][C:17](=[O:20])[NH:16][C:15]2=[O:21])[O:9][C@@H:8]1[C@@H:22]([O:26][C:27]([C:40]1[CH:41]=[CH:42][C:43]([O:89][CH3:85])=[CH:44][CH:45]=1)([C:28]1[CH:29]=[CH:30][CH:31]=[CH:32][CH:33]=1)[C:34]1[CH:39]=[CH:38][CH:37]=[CH:36][CH:35]=1)[CH2:23][CH:24]=[CH2:25])([O:69][CH2:68][C@:65]1([CH:66]=[CH2:67])[C@H:61]([O:60][Si:53]([C:56]([CH3:59])([CH3:57])[CH3:58])([CH3:55])[CH3:54])[C@H:62]([O:78][CH3:79])[C@H:63]([N:70]2[CH:75]=[CH:74][C:73](=[O:76])[NH:72][C:71]2=[O:77])[O:64]1)=[O:81]. Reactant: C(N(C(C)C)[P:5]([O:48][CH3:49])[O:6][C@H:7]1[C@@H:11]([O:12][CH3:13])[C@H:10]([N:14]2[CH:19]=[CH:18][C:17](=[O:20])[NH:16][C:15]2=[O:21])[O:9][C@@H:8]1[C@@H:22]([O:26][C:27]([C:40]1[CH:45]=[CH:44][C:43](OC)=[CH:42][CH:41]=1)([C:34]1[CH:39]=[CH:38][CH:37]=[CH:36][CH:35]=1)[C:28]1[CH:33]=[CH:32][CH:31]=[CH:30][CH:29]=1)[CH2:23][CH:24]=[CH2:25])(C)C.[Si:53]([O:60][C@@H:61]1[C@:65]([CH2:68][OH:69])([CH:66]=[CH2:67])[O:64][C@@H:63]([N:70]2[CH:75]=[CH:74][C:73](=[O:76])[NH:72][C:71]2=[O:77])[C@@H:62]1[O:78][CH3:79])([C:56]([CH3:59])([CH3:58])[CH3:57])([CH3:55])[CH3:54].P([O-])([O-])([O-])=[O:81].[CH2:85]([O:89]OCCCC)CCC. The catalyst class is: 56. (3) Reactant: C([O:5][C:6](=[O:24])[CH2:7][O:8][CH2:9][CH2:10][CH2:11][CH2:12][O:13][C:14]1[CH:23]=[CH:22][C:17]([C:18]([O:20][CH3:21])=[O:19])=[CH:16][CH:15]=1)(C)(C)C.FC(F)(F)C(O)=O. Product: [CH3:21][O:20][C:18]([C:17]1[CH:22]=[CH:23][C:14]([O:13][CH2:12][CH2:11][CH2:10][CH2:9][O:8][CH2:7][C:6]([OH:24])=[O:5])=[CH:15][CH:16]=1)=[O:19]. The catalyst class is: 4. (4) Reactant: [CH3:1][C:2]1([CH3:12])[O:6][CH:5]([C:7]([O:9]C)=[O:8])[CH:4]([CH3:11])[O:3]1.[OH-].[Li+].C(O)(=O)CC(CC(O)=O)(C(O)=O)O. The catalyst class is: 7. Product: [CH3:1][C:2]1([CH3:12])[O:6][CH:5]([C:7]([OH:9])=[O:8])[CH:4]([CH3:11])[O:3]1. (5) Reactant: [Cl:1][C:2]1[CH:35]=[CH:34][C:5]([C:6]([NH:8][CH2:9][CH2:10][NH:11][C:12]([C:14]2[CH:19]=[CH:18][C:17]([CH:20]3[CH2:25][CH2:24][CH:23]([CH2:26][C:27]([O:29]C(C)(C)C)=[O:28])[CH2:22][CH2:21]3)=[CH:16][CH:15]=2)=[O:13])=[O:7])=[CH:4][CH:3]=1.FC(F)(F)C(O)=O. Product: [Cl:1][C:2]1[CH:35]=[CH:34][C:5]([C:6]([NH:8][CH2:9][CH2:10][NH:11][C:12]([C:14]2[CH:19]=[CH:18][C:17]([CH:20]3[CH2:25][CH2:24][CH:23]([CH2:26][C:27]([OH:29])=[O:28])[CH2:22][CH2:21]3)=[CH:16][CH:15]=2)=[O:13])=[O:7])=[CH:4][CH:3]=1. The catalyst class is: 2. (6) Reactant: [NH2:1][C:2]1[C:9]([F:10])=[CH:8][C:5]([C:6]#N)=[C:4]([F:11])[C:3]=1[Br:12].C(O)=[O:14]. Product: [NH2:1][C:2]1[C:9]([F:10])=[CH:8][C:5]([CH:6]=[O:14])=[C:4]([F:11])[C:3]=1[Br:12]. The catalyst class is: 181. (7) Reactant: [C:1]([O:5][C:6]([NH:8][C@@H:9]([C:13]1[CH:18]=[CH:17][CH:16]=[CH:15][CH:14]=1)[C:10]([OH:12])=O)=[O:7])([CH3:4])([CH3:3])[CH3:2].Cl.[CH3:20][NH:21][O:22][CH3:23].CCN=C=NCCCN(C)C.Cl.C1C=CC2N(O)N=NC=2C=1.CCN(CC)CC. Product: [C:1]([O:5][C:6](=[O:7])[NH:8][C@@H:9]([C:13]1[CH:18]=[CH:17][CH:16]=[CH:15][CH:14]=1)[C:10]([N:21]([O:22][CH3:23])[CH3:20])=[O:12])([CH3:2])([CH3:3])[CH3:4]. The catalyst class is: 4.